The task is: Predict the product of the given reaction.. This data is from Forward reaction prediction with 1.9M reactions from USPTO patents (1976-2016). The product is: [Br:3][C:4]1[CH:5]=[C:6]([CH:35]=[CH:36][CH:37]=1)[CH2:7][S:8][C:9]1[N:13]([CH2:14][CH2:15][CH2:16][N:17]([CH3:26])[CH2:18][CH2:19][C:20]2[CH:25]=[CH:24][CH:23]=[CH:22][N:21]=2)[C:12]2[CH:27]=[CH:28][C:29]([C:31]([OH:33])=[O:32])=[CH:30][C:11]=2[N:10]=1. Given the reactants [OH-].[Li+].[Br:3][C:4]1[CH:5]=[C:6]([CH:35]=[CH:36][CH:37]=1)[CH2:7][S:8][C:9]1[N:13]([CH2:14][CH2:15][CH2:16][N:17]([CH3:26])[CH2:18][CH2:19][C:20]2[CH:25]=[CH:24][CH:23]=[CH:22][N:21]=2)[C:12]2[CH:27]=[CH:28][C:29]([C:31]([O:33]C)=[O:32])=[CH:30][C:11]=2[N:10]=1, predict the reaction product.